From a dataset of Forward reaction prediction with 1.9M reactions from USPTO patents (1976-2016). Predict the product of the given reaction. (1) Given the reactants [CH2:1]([N:3]([CH2:19][CH3:20])[CH2:4][CH2:5][N:6]1[CH2:11][CH2:10][C:9]2[NH:12][C:13]([CH:16]=O)=[C:14]([CH3:15])[C:8]=2[C:7]1=[O:18])[CH3:2].[F:21][C:22]1[CH:23]=[C:24]2[C:28](=[C:29]([NH:31][CH:32]=[O:33])[CH:30]=1)[NH:27][C:26](=[O:34])[CH2:25]2, predict the reaction product. The product is: [CH2:1]([N:3]([CH2:19][CH3:20])[CH2:4][CH2:5][N:6]1[CH2:11][CH2:10][C:9]2[NH:12][C:13]([CH:16]=[C:25]3[C:24]4[C:28](=[C:29]([NH:31][CH:32]=[O:33])[CH:30]=[C:22]([F:21])[CH:23]=4)[NH:27][C:26]3=[O:34])=[C:14]([CH3:15])[C:8]=2[C:7]1=[O:18])[CH3:2]. (2) Given the reactants Br[C:2]1[CH:7]=[CH:6][N:5]=[C:4]([NH:8][C:9]([CH:11]2[CH2:13][CH2:12]2)=[O:10])[CH:3]=1.[B:14]1([B:14]2[O:18][C:17]([CH3:20])([CH3:19])[C:16]([CH3:22])([CH3:21])[O:15]2)[O:18][C:17]([CH3:20])([CH3:19])[C:16]([CH3:22])([CH3:21])[O:15]1.C([O-])(=O)C.[K+], predict the reaction product. The product is: [CH3:21][C:16]1([CH3:22])[C:17]([CH3:20])([CH3:19])[O:18][B:14]([C:2]2[CH:7]=[CH:6][N:5]=[C:4]([NH:8][C:9]([CH:11]3[CH2:13][CH2:12]3)=[O:10])[CH:3]=2)[O:15]1. (3) Given the reactants [CH3:1][O:2][C:3]1[CH:8]=[CH:7][C:6]([C:9]2[CH:14]=[CH:13][CH:12]=[C:11]([O:15][C:16]3[CH:29]=[CH:28][C:19]([CH:20]=[C:21]4[S:25][C:24](=[O:26])[NH:23][C:22]4=[O:27])=[CH:18][CH:17]=3)[CH:10]=2)=[CH:5][CH:4]=1.C([O-])=O.[NH4+], predict the reaction product. The product is: [CH3:1][O:2][C:3]1[CH:4]=[CH:5][C:6]([C:9]2[CH:14]=[CH:13][CH:12]=[C:11]([O:15][C:16]3[CH:29]=[CH:28][C:19]([CH2:20][CH:21]4[S:25][C:24](=[O:26])[NH:23][C:22]4=[O:27])=[CH:18][CH:17]=3)[CH:10]=2)=[CH:7][CH:8]=1. (4) Given the reactants [N+:1]([C:4]1[CH:5]=[C:6]2[C:10](=[CH:11][CH:12]=1)[NH:9][CH:8]=[C:7]2[C:13]1[CH2:18][CH2:17][C:16](=O)[CH2:15][CH:14]=1)([O-:3])=[O:2].Cl.[CH2:21]([NH2:23])[CH3:22].C(O)(=O)C.[BH-](OC(C)=O)(OC(C)=O)OC(C)=O.[Na+], predict the reaction product. The product is: [CH2:21]([NH:23][CH:16]1[CH2:17][CH2:18][C:13]([C:7]2[C:6]3[C:10](=[CH:11][CH:12]=[C:4]([N+:1]([O-:3])=[O:2])[CH:5]=3)[NH:9][CH:8]=2)=[CH:14][CH2:15]1)[CH3:22]. (5) Given the reactants [N:1]1[C:10]2[NH:9][C:8]3[CH:11]=[C:12]([CH2:15][C:16]#[N:17])[CH:13]=[CH:14][C:7]=3[S:6][C:5]=2[N:4]=[CH:3][CH:2]=1.[CH3:18][OH:19].[ClH:20], predict the reaction product. The product is: [ClH:20].[CH3:18][O:19][C:16](=[NH:17])[CH2:15][C:12]1[CH:13]=[CH:14][C:7]2[S:6][C:5]3[N:4]=[CH:3][CH:2]=[N:1][C:10]=3[NH:9][C:8]=2[CH:11]=1. (6) The product is: [CH3:1][C:2]1[CH:6]=[C:5]([CH3:7])[N:4]([C:8]2[CH:17]=[CH:16][C:15]([O:18][CH3:19])=[CH:14][C:9]=2[CH2:10][OH:11])[N:3]=1. Given the reactants [CH3:1][C:2]1[CH:6]=[C:5]([CH3:7])[N:4]([C:8]2[CH:17]=[CH:16][C:15]([O:18][CH3:19])=[CH:14][C:9]=2[C:10](OC)=[O:11])[N:3]=1.[H-].[H-].[H-].[H-].[Li+].[Al+3], predict the reaction product.